From a dataset of Peptide-MHC class I binding affinity with 185,985 pairs from IEDB/IMGT. Regression. Given a peptide amino acid sequence and an MHC pseudo amino acid sequence, predict their binding affinity value. This is MHC class I binding data. (1) The peptide sequence is WLMKNMDPL. The MHC is HLA-A02:06 with pseudo-sequence HLA-A02:06. The binding affinity (normalized) is 0.834. (2) The peptide sequence is SVDSDHLGY. The MHC is HLA-A03:01 with pseudo-sequence HLA-A03:01. The binding affinity (normalized) is 0.0847. (3) The peptide sequence is FAIEALAKA. The MHC is HLA-A02:01 with pseudo-sequence HLA-A02:01. The binding affinity (normalized) is 0.655. (4) The peptide sequence is LAYEHDVPI. The MHC is HLA-B18:01 with pseudo-sequence HLA-B18:01. The binding affinity (normalized) is 0.0847. (5) The peptide sequence is LMIGTAAAV. The MHC is HLA-A02:01 with pseudo-sequence HLA-A02:01. The binding affinity (normalized) is 0.734. (6) The peptide sequence is LPEYGTLGL. The MHC is HLA-B53:01 with pseudo-sequence HLA-B53:01. The binding affinity (normalized) is 0.418. (7) The binding affinity (normalized) is 0.0847. The peptide sequence is SQMPPQKIM. The MHC is HLA-A02:03 with pseudo-sequence HLA-A02:03. (8) The peptide sequence is GLGGQLLGR. The MHC is HLA-A03:01 with pseudo-sequence HLA-A03:01. The binding affinity (normalized) is 0.117.